From a dataset of Peptide-MHC class I binding affinity with 185,985 pairs from IEDB/IMGT. Regression. Given a peptide amino acid sequence and an MHC pseudo amino acid sequence, predict their binding affinity value. This is MHC class I binding data. The peptide sequence is AETQHGTTV. The MHC is HLA-B40:01 with pseudo-sequence HLA-B40:01. The binding affinity (normalized) is 0.719.